This data is from Reaction yield outcomes from USPTO patents with 853,638 reactions. The task is: Predict the reaction yield, written as a fraction of the theoretical maximum amount of product (1.0 means a 100% yield; for example, 0.34 means a 34% yield). (1) The reactants are [OH:1][CH2:2][CH2:3][C:4]1[N:5]([CH2:18][CH2:19][CH3:20])[C:6](=[O:17])[N:7]([CH2:9][C:10]2[CH:15]=[CH:14][C:13]([CH3:16])=[CH:12][CH:11]=2)[CH:8]=1.N1C=CC=CC=1.[C:27]1([CH3:47])[CH:32]=[CH:31][C:30]([S:33](O[S:33]([C:30]2[CH:31]=[CH:32][C:27]([CH3:47])=[CH:28][CH:29]=2)(=[O:35])=[O:34])(=[O:35])=[O:34])=[CH:29][CH:28]=1.N#N. The catalyst is C(Cl)Cl. The product is [CH3:16][C:13]1[CH:14]=[CH:15][C:10]([CH2:9][N:7]2[CH:8]=[C:4]([CH2:3][CH2:2][O:1][S:33]([C:30]3[CH:31]=[CH:32][C:27]([CH3:47])=[CH:28][CH:29]=3)(=[O:35])=[O:34])[N:5]([CH2:18][CH2:19][CH3:20])[C:6]2=[O:17])=[CH:11][CH:12]=1. The yield is 0.980. (2) The reactants are [F:1][C:2]1[CH:7]=[C:6]([S:8][CH3:9])[CH:5]=[CH:4][C:3]=1[NH:10][C:11]1[N:15]2[CH:16]=[N:17][CH:18]=[CH:19][C:14]2=[CH:13][C:12]=1[C:20]([OH:22])=O.[CH:23]([O:25][CH2:26][CH2:27][O:28][NH2:29])=[CH2:24].C1C=CC2N(O)N=NC=2C=1.CCN=C=NCCCN(C)C.Cl.CCN(C(C)C)C(C)C. The catalyst is CN(C=O)C. The product is [CH:23]([O:25][CH2:26][CH2:27][O:28][NH:29][C:20]([C:12]1[CH:13]=[C:14]2[CH:19]=[CH:18][N:17]=[CH:16][N:15]2[C:11]=1[NH:10][C:3]1[CH:4]=[CH:5][C:6]([S:8][CH3:9])=[CH:7][C:2]=1[F:1])=[O:22])=[CH2:24]. The yield is 0.550. (3) The catalyst is O1CCCC1. The reactants are [F:1][C:2]1[CH:3]=[CH:4][C:5]([NH:8][C:9](=[O:14])[C:10]([CH3:13])([CH3:12])[CH3:11])=[N:6][CH:7]=1.C(C1C=CC(S([N:36]=[N+:37]=[N-:38])(=O)=O)=CC=1)CCCCCCCCCCC.[NH4+].[Cl-]. The yield is 0.420. The product is [N:36]([C:4]1[C:5]([NH:8][C:9](=[O:14])[C:10]([CH3:11])([CH3:13])[CH3:12])=[N:6][CH:7]=[C:2]([F:1])[CH:3]=1)=[N+:37]=[N-:38]. (4) The reactants are [CH2:1]([O:3][P:4]([NH:9][C@H:10]1[C@H:15]([O:16][CH3:17])[CH2:14][CH2:13][N:12](C(OCC2C=CC=CC=2)=O)[CH2:11]1)([O:6][CH2:7][CH3:8])=[O:5])[CH3:2].[H][H]. The catalyst is CO.[Pd]. The product is [CH3:17][O:16][C@@H:15]1[CH2:14][CH2:13][NH:12][CH2:11][C@H:10]1[NH:9][P:4](=[O:5])([O:6][CH2:7][CH3:8])[O:3][CH2:1][CH3:2]. The yield is 0.980. (5) The reactants are [C:1]([O:5][C:6]([NH:8][C@H:9]([C:38]1[CH:43]=[CH:42][CH:41]=[CH:40][CH:39]=1)[CH2:10][N:11]1[C:16](=[O:17])[C:15]([C:18]2[CH:23]=[CH:22][CH:21]=[C:20]([O:24][CH3:25])[C:19]=2[F:26])=[C:14]([CH3:27])[N:13]([CH2:28][C:29]2[C:34](F)=[CH:33][CH:32]=[CH:31][C:30]=2[F:36])[C:12]1=[O:37])=[O:7])([CH3:4])([CH3:3])[CH3:2].[CH3:44][S-:45].[Na+]. The catalyst is CS(C)=O. The product is [C:1]([O:5][C:6]([NH:8][C@H:9]([C:38]1[CH:43]=[CH:42][CH:41]=[CH:40][CH:39]=1)[CH2:10][N:11]1[C:16](=[O:17])[C:15]([C:18]2[CH:23]=[CH:22][CH:21]=[C:20]([O:24][CH3:25])[C:19]=2[F:26])=[C:14]([CH3:27])[N:13]([CH2:28][C:29]2[C:34]([S:45][CH3:44])=[CH:33][CH:32]=[CH:31][C:30]=2[F:36])[C:12]1=[O:37])=[O:7])([CH3:4])([CH3:3])[CH3:2]. The yield is 0.780. (6) The reactants are [F:1][C:2]1[CH:7]=[CH:6][C:5]([PH:8](=[O:10])[O-:9])=[CH:4][CH:3]=1.Br[C:12]1[CH:17]=[CH:16][C:15]([O:18][CH:19]([CH3:21])[CH3:20])=[C:14]([CH:22]=[CH2:23])[CH:13]=1.[CH2:24](N(CC)CC)[CH3:25]. The catalyst is C(#N)C.C([O-])(=O)C.[Pd+2].C([O-])(=O)C.C1(P(C2C=CC=CC=2)[C-]2C=CC=C2)C=CC=CC=1.[C-]1(P(C2C=CC=CC=2)C2C=CC=CC=2)C=CC=C1.[Fe+2]. The product is [F:1][C:2]1[CH:7]=[CH:6][C:5]([P:8]([C:12]2[CH:17]=[CH:16][C:15]([O:18][CH:19]([CH3:21])[CH3:20])=[C:14]([CH:22]=[CH2:23])[CH:13]=2)(=[O:9])[O:10][CH2:24][CH3:25])=[CH:4][CH:3]=1. The yield is 0.820. (7) The reactants are [CH3:1][O:2][C:3]1[CH:8]=[CH:7][CH:6]=[CH:5][C:4]=1[N:9]1[CH2:14][CH2:13][NH:12][CH2:11][CH2:10]1.ClC1C(Cl)=CC=CC=1N1CCN([CH2:29][CH2:30][CH:31]2[CH2:33][O:32]2)CC1. No catalyst specified. The product is [CH3:1][O:2][C:3]1[CH:8]=[CH:7][CH:6]=[CH:5][C:4]=1[N:9]1[CH2:14][CH2:13][N:12]([CH2:29][CH2:30][CH:31]2[CH2:33][O:32]2)[CH2:11][CH2:10]1. The yield is 0.870.